Task: Predict the product of the given reaction.. Dataset: Forward reaction prediction with 1.9M reactions from USPTO patents (1976-2016) (1) Given the reactants [CH2:1]([O:8][C:9]1[CH:10]=[C:11]2[C:16](=[CH:17][CH:18]=1)[C:15](=[O:19])[N:14]([CH2:20][CH:21]([CH3:23])[CH3:22])[C:13]([C:24](O)=[O:25])=[C:12]2[C:27]1[CH:32]=[CH:31][CH:30]=[CH:29][C:28]=1[F:33])[C:2]1[CH:7]=[CH:6][CH:5]=[CH:4][CH:3]=1.C(Cl)(=O)C(Cl)=O.[BH4-].[Na+].Cl, predict the reaction product. The product is: [CH2:1]([O:8][C:9]1[CH:10]=[C:11]2[C:16](=[CH:17][CH:18]=1)[C:15](=[O:19])[N:14]([CH2:20][CH:21]([CH3:22])[CH3:23])[C:13]([CH2:24][OH:25])=[C:12]2[C:27]1[CH:32]=[CH:31][CH:30]=[CH:29][C:28]=1[F:33])[C:2]1[CH:3]=[CH:4][CH:5]=[CH:6][CH:7]=1. (2) Given the reactants Br[C:2]1[C:3]([CH:14]=[O:15])=[C:4]([CH3:13])[O:5][C:6]=1[C:7]1[CH:12]=[CH:11][CH:10]=[CH:9][CH:8]=1.[CH3:16][O:17][C:18]1[CH:23]=[CH:22][C:21](B(O)O)=[CH:20][CH:19]=1.C(=O)([O-])[O-].[Na+].[Na+], predict the reaction product. The product is: [CH3:16][O:17][C:18]1[CH:23]=[CH:22][C:21]([C:2]2[C:3]([CH:14]=[O:15])=[C:4]([CH3:13])[O:5][C:6]=2[C:7]2[CH:12]=[CH:11][CH:10]=[CH:9][CH:8]=2)=[CH:20][CH:19]=1.